From a dataset of Full USPTO retrosynthesis dataset with 1.9M reactions from patents (1976-2016). Predict the reactants needed to synthesize the given product. (1) Given the product [ClH:4].[CH2:18]([N:13]([CH:14]1[CH2:17][CH2:16][CH2:15]1)[NH2:12])[CH:19]=[CH2:20], predict the reactants needed to synthesize it. The reactants are: C([Cl:4])(=O)C.C(OC([NH:12][N:13]([CH2:18][CH:19]=[CH2:20])[CH:14]1[CH2:17][CH2:16][CH2:15]1)=O)(C)(C)C. (2) The reactants are: C([O:3][C:4](=[O:13])[CH2:5][O:6][C:7]1[CH:8]=[N:9][CH:10]=[CH:11][CH:12]=1)C.[OH-].[Li+].Cl. Given the product [N:9]1[CH:10]=[CH:11][CH:12]=[C:7]([O:6][CH2:5][C:4]([OH:13])=[O:3])[CH:8]=1, predict the reactants needed to synthesize it. (3) Given the product [N:18]1[C:13]2[NH:14][C:15]3[C:11]([C:12]=2[CH:21]=[CH:20][CH:19]=1)=[CH:10][C:9]([C:7]1[NH:3][C:2](=[O:24])[S:1][CH:6]=1)=[CH:17][CH:16]=3, predict the reactants needed to synthesize it. The reactants are: [S-:1][C:2]#[N:3].[K+].Br[CH2:6][C:7]([C:9]1[CH:10]=[C:11]2[C:15](=[CH:16][CH:17]=1)[NH:14][C:13]1[N:18]=[CH:19][CH:20]=[CH:21][C:12]2=1)=O.C([OH:24])C. (4) Given the product [Br:14][C:15]1[CH:16]=[CH:17][C:18]2[O:19][CH2:20][C:21]3[CH:29]=[CH:28][CH:27]=[CH:26][C:22]=3[C:23](=[O:25])[C:30]=2[CH:31]=1, predict the reactants needed to synthesize it. The reactants are: FC(F)(F)C(OC(=O)C(F)(F)F)=O.[Br:14][C:15]1[CH:31]=[CH:30][C:18]([O:19][CH2:20][C:21]2[CH:29]=[CH:28][CH:27]=[CH:26][C:22]=2[C:23]([OH:25])=O)=[CH:17][CH:16]=1.B(F)(F)F.CCOCC. (5) Given the product [F:46][C:23]1[CH:22]=[C:21]([NH:20][C:72]([NH:71][C:69](=[O:70])[CH2:68][C:62]2[CH:63]=[CH:64][CH:65]=[CH:66][CH:67]=2)=[S:73])[CH:45]=[CH:44][C:24]=1[O:25][C:26]1[CH:31]=[CH:30][N:29]=[C:28]([NH:32][C:33](=[O:43])[N:34]([CH3:42])[CH:35]2[CH2:36][CH2:37][N:38]([CH3:41])[CH2:39][CH2:40]2)[CH:27]=1, predict the reactants needed to synthesize it. The reactants are: C1(CC(Cl)=O)C=CC=CC=1.[S-]C#N.[K+].C(=O)([O-])O.[Na+].[NH2:20][C:21]1[CH:45]=[CH:44][C:24]([O:25][C:26]2[CH:31]=[CH:30][N:29]=[C:28]([NH:32][C:33](=[O:43])[N:34]([CH3:42])[CH:35]3[CH2:40][CH2:39][N:38]([CH3:41])[CH2:37][CH2:36]3)[CH:27]=2)=[C:23]([F:46])[CH:22]=1.CC1(C)C2(CS(O)(=O)=O)C(CC1CC2)=O.[C:62]1([CH2:68][C:69]([N:71]=[C:72]=[S:73])=[O:70])[CH:67]=[CH:66][CH:65]=[CH:64][CH:63]=1.